This data is from Peptide-MHC class II binding affinity with 134,281 pairs from IEDB. The task is: Regression. Given a peptide amino acid sequence and an MHC pseudo amino acid sequence, predict their binding affinity value. This is MHC class II binding data. (1) The peptide sequence is YDKFLANFSTVLTGK. The MHC is DRB1_1001 with pseudo-sequence DRB1_1001. The binding affinity (normalized) is 0.633. (2) The peptide sequence is EAIIRILQQLLFIHFRIGCQHSR. The MHC is DRB1_1001 with pseudo-sequence DRB1_1001. The binding affinity (normalized) is 0.525. (3) The peptide sequence is KESGDAASGADGTYD. The MHC is HLA-DQA10102-DQB10502 with pseudo-sequence HLA-DQA10102-DQB10502. The binding affinity (normalized) is 0. (4) The peptide sequence is SVRFSWLSLLVPFVQWF. The MHC is HLA-DQA10401-DQB10402 with pseudo-sequence HLA-DQA10401-DQB10402. The binding affinity (normalized) is 0.574.